This data is from Full USPTO retrosynthesis dataset with 1.9M reactions from patents (1976-2016). The task is: Predict the reactants needed to synthesize the given product. (1) Given the product [CH2:7]([C:9]1([OH:10])[C@@H:4]2[C@@H:5]([O:6][C:2]([CH3:11])([CH3:1])[O:3]2)[CH2:7][S:8]1)[CH2:5][CH:4]=[CH2:9], predict the reactants needed to synthesize it. The reactants are: [CH3:1][C:2]1([CH3:11])[O:6][C@H:5]2[CH2:7][S:8][C:9](=[O:10])[C@H:4]2[O:3]1.[Cl-].[NH4+]. (2) Given the product [NH2:12][CH:1]([C:19]1[CH:16]=[CH:15][C:14]([F:13])=[C:21]([F:22])[CH:20]=1)[CH2:2][C:3]([OH:5])=[O:4], predict the reactants needed to synthesize it. The reactants are: [C:1](O)(=O)[CH2:2][C:3]([OH:5])=[O:4].C([O-])(=O)C.[NH4+:12].[F:13][C:14]1[CH:15]=[C:16]([CH:19]=[CH:20][C:21]=1[F:22])C=O. (3) Given the product [C:31]([N:20]1[C:21]2[C:26](=[CH:25][CH:24]=[CH:23][CH:22]=2)[CH:27]=[C:19]1[C:17]([N:14]1[CH2:15][CH2:16][CH:11]([C:9]([N:8]([CH2:1][C:2]2[CH:7]=[CH:6][CH:5]=[CH:4][CH:3]=2)[CH3:28])=[O:10])[CH2:12][CH2:13]1)=[O:18])(=[O:33])[CH3:32], predict the reactants needed to synthesize it. The reactants are: [CH2:1]([N:8]([CH3:28])[C:9]([CH:11]1[CH2:16][CH2:15][N:14]([C:17]([C:19]2[NH:20][C:21]3[C:26]([CH:27]=2)=[CH:25][CH:24]=[CH:23][CH:22]=3)=[O:18])[CH2:13][CH2:12]1)=[O:10])[C:2]1[CH:7]=[CH:6][CH:5]=[CH:4][CH:3]=1.[H-].[Na+].[C:31](OC(=O)C)(=[O:33])[CH3:32]. (4) Given the product [F:1][C:2]1[CH:13]=[CH:12][C:5]2[CH2:6][CH2:7][CH2:8][CH2:9][CH:10]([NH2:16])[C:4]=2[CH:3]=1, predict the reactants needed to synthesize it. The reactants are: [F:1][C:2]1[CH:13]=[CH:12][C:5]2[CH2:6][CH2:7][CH2:8][CH2:9][C:10](=O)[C:4]=2[CH:3]=1.[BH3-]C#[N:16].[Na+]. (5) The reactants are: [Cl:1][C:2]1[CH:7]=[C:6]([N+:8]([O-])=O)[CH:5]=[CH:4][C:3]=1[N:11]1[CH2:16][CH2:15][N:14]([C:17]([O:19][C:20]([CH3:23])([CH3:22])[CH3:21])=[O:18])[CH2:13][CH2:12]1. Given the product [NH2:8][C:6]1[CH:5]=[CH:4][C:3]([N:11]2[CH2:16][CH2:15][N:14]([C:17]([O:19][C:20]([CH3:22])([CH3:21])[CH3:23])=[O:18])[CH2:13][CH2:12]2)=[C:2]([Cl:1])[CH:7]=1, predict the reactants needed to synthesize it. (6) Given the product [CH3:31][O:32][C:33](=[O:36])[CH2:34][NH:35][C:26]([C:24]1[S:25][C:21]([C:3]([CH2:1][CH3:2])([C:6]2[CH:11]=[CH:10][C:9]([O:12][CH2:13][C:14]([CH2:18][CH3:19])([OH:17])[CH2:15][CH3:16])=[C:8]([CH3:20])[CH:7]=2)[CH2:4][CH3:5])=[CH:22][C:23]=1[CH3:29])=[O:28], predict the reactants needed to synthesize it. The reactants are: [CH2:1]([C:3]([C:21]1[S:25][C:24]([C:26]([OH:28])=O)=[C:23]([CH3:29])[CH:22]=1)([C:6]1[CH:11]=[CH:10][C:9]([O:12][CH2:13][C:14]([CH2:18][CH3:19])([OH:17])[CH2:15][CH3:16])=[C:8]([CH3:20])[CH:7]=1)[CH2:4][CH3:5])[CH3:2].Cl.[CH3:31][O:32][C:33](=[O:36])[CH2:34][NH2:35]. (7) Given the product [CH2:15]([S:20][C:2]1[CH:9]=[C:8]([CH3:10])[CH:7]=[CH:6][C:3]=1[C:4]#[N:5])[CH3:14], predict the reactants needed to synthesize it. The reactants are: Br[C:2]1[CH:9]=[C:8]([CH3:10])[CH:7]=[CH:6][C:3]=1[C:4]#[N:5].ClC1C=[CH:14][C:15]([S:20]CC)=C(C=1)C#N.